This data is from Forward reaction prediction with 1.9M reactions from USPTO patents (1976-2016). The task is: Predict the product of the given reaction. (1) Given the reactants C([O:8][C:9]1[CH:14]=[C:13]([O:15][CH2:16][CH2:17][CH2:18][CH2:19][C:20]([CH3:24])([CH3:23])[CH2:21][NH2:22])[C:12]([CH2:25][CH3:26])=[CH:11][C:10]=1[CH2:27][CH3:28])C1C=CC=CC=1, predict the reaction product. The product is: [CH2:27]([C:10]1[CH:11]=[C:12]([CH2:25][CH3:26])[C:13]([O:15][CH2:16][CH2:17][CH2:18][CH2:19][C:20]([CH3:23])([CH3:24])[CH2:21][NH2:22])=[CH:14][C:9]=1[OH:8])[CH3:28]. (2) Given the reactants [F:1][C:2]([F:17])([F:16])[C:3]1[CH:4]=[C:5]([CH2:13][C:14]#[N:15])[CH:6]=[C:7]([C:9]([F:12])([F:11])[F:10])[CH:8]=1.C(OC(=O)[N:24]([CH2:28][CH2:29]Cl)[CH2:25][CH2:26]Cl)(C)(C)C.[H-].[Na+].C(OCC)C, predict the reaction product. The product is: [F:1][C:2]([F:16])([F:17])[C:3]1[CH:4]=[C:5]([C:13]2([C:14]#[N:15])[CH2:29][CH2:28][NH:24][CH2:25][CH2:26]2)[CH:6]=[C:7]([C:9]([F:10])([F:11])[F:12])[CH:8]=1. (3) Given the reactants [C:1]1([CH2:7][CH2:8][NH2:9])[CH:6]=[CH:5][CH:4]=[CH:3][CH:2]=1.CCN(CC)CC.[C:17]1([S:23](Cl)(=[O:25])=[O:24])[CH:22]=[CH:21][CH:20]=[CH:19][CH:18]=1, predict the reaction product. The product is: [CH2:8]([NH:9][S:23]([C:17]1[CH:22]=[CH:21][CH:20]=[CH:19][CH:18]=1)(=[O:25])=[O:24])[CH2:7][C:1]1[CH:6]=[CH:5][CH:4]=[CH:3][CH:2]=1. (4) Given the reactants C[O:2][C:3]([C@@H:5]1[CH2:9][CH2:8][CH2:7][N:6]1[CH2:10][C:11]#[N:12])=[O:4].[OH-].[Li+], predict the reaction product. The product is: [C:11]([CH2:10][N:6]1[CH2:7][CH2:8][CH2:9][C@H:5]1[C:3]([OH:4])=[O:2])#[N:12]. (5) Given the reactants [F:1][C:2]1[CH:7]=[C:6]([F:8])[CH:5]=[CH:4][C:3]=1[CH:9](O)[CH2:10][N:11]1[CH2:14][CH:13]([CH2:15][S:16]([C:19]2[CH:24]=[CH:23][C:22]([F:25])=[CH:21][CH:20]=2)(=[O:18])=[O:17])[CH2:12]1.C(N(S(F)(F)[F:33])CC)C, predict the reaction product. The product is: [F:1][C:2]1[CH:7]=[C:6]([F:8])[CH:5]=[CH:4][C:3]=1[CH:9]([F:33])[CH2:10][N:11]1[CH2:14][CH:13]([CH2:15][S:16]([C:19]2[CH:24]=[CH:23][C:22]([F:25])=[CH:21][CH:20]=2)(=[O:18])=[O:17])[CH2:12]1.